This data is from Catalyst prediction with 721,799 reactions and 888 catalyst types from USPTO. The task is: Predict which catalyst facilitates the given reaction. (1) Reactant: [C:1]([C:5]1[CH:9]=[C:8]([NH:10][C:11]([NH:13][C:14]2[C:23]3[C:18](=[CH:19][CH:20]=[CH:21][CH:22]=3)[C:17]([O:24][C:25]3[CH:30]=[CH:29][N:28]=[C:27](Cl)[N:26]=3)=[CH:16][CH:15]=2)=[O:12])[N:7]([C:32]2[CH:37]=[CH:36][C:35]([CH3:38])=[CH:34][CH:33]=2)[N:6]=1)([CH3:4])([CH3:3])[CH3:2].[CH3:39][O:40][C:41]1[CH:42]=[C:43]([NH2:59])[CH:44]=[C:45]([N:47]([CH2:49][CH2:50][O:51][CH2:52][CH2:53][O:54][CH2:55][CH2:56][O:57][CH3:58])[CH3:48])[CH:46]=1.C(#N)C.C(=O)(O)[O-].[NH4+]. Product: [C:1]([C:5]1[CH:9]=[C:8]([NH:10][C:11]([NH:13][C:14]2[C:23]3[C:18](=[CH:19][CH:20]=[CH:21][CH:22]=3)[C:17]([O:24][C:25]3[CH:30]=[CH:29][N:28]=[C:27]([NH:59][C:43]4[CH:44]=[C:45]([N:47]([CH2:49][CH2:50][O:51][CH2:52][CH2:53][O:54][CH2:55][CH2:56][O:57][CH3:58])[CH3:48])[CH:46]=[C:41]([O:40][CH3:39])[CH:42]=4)[N:26]=3)=[CH:16][CH:15]=2)=[O:12])[N:7]([C:32]2[CH:37]=[CH:36][C:35]([CH3:38])=[CH:34][CH:33]=2)[N:6]=1)([CH3:4])([CH3:3])[CH3:2]. The catalyst class is: 3. (2) Reactant: [F:1][C:2]1[CH:7]=[CH:6][C:5]([CH:8]([OH:31])[CH:9]([NH:23]C(=O)OC(C)(C)C)[CH2:10][C:11]2[O:15][N:14]=[C:13]([O:16][C:17]([F:22])([F:21])[CH:18]([F:20])[F:19])[CH:12]=2)=[CH:4][CH:3]=1.Cl.C(=O)([O-])[O-].[K+].[K+]. Product: [NH2:23][CH:9]([CH2:10][C:11]1[O:15][N:14]=[C:13]([O:16][C:17]([F:21])([F:22])[CH:18]([F:19])[F:20])[CH:12]=1)[CH:8]([C:5]1[CH:6]=[CH:7][C:2]([F:1])=[CH:3][CH:4]=1)[OH:31]. The catalyst class is: 24.